From a dataset of Reaction yield outcomes from USPTO patents with 853,638 reactions. Predict the reaction yield, written as a fraction of the theoretical maximum amount of product (1.0 means a 100% yield; for example, 0.34 means a 34% yield). (1) The reactants are [C:1]([C:3]1[C:12]([O:13][CH3:14])=[CH:11][C:6]([C:7]([NH:9][CH3:10])=[O:8])=[CH:5][C:4]=1/[CH:15]=[CH:16]/[C:17]1[CH:18]=[N:19][C:20]([NH:23][C:24]2[CH:25]=[N:26][N:27]([CH2:29][CH3:30])[CH:28]=2)=[N:21][CH:22]=1)#[N:2]. The catalyst is CO.[Pd]. The product is [C:1]([C:3]1[C:12]([O:13][CH3:14])=[CH:11][C:6]([C:7]([NH:9][CH3:10])=[O:8])=[CH:5][C:4]=1[CH2:15][CH2:16][C:17]1[CH:22]=[N:21][C:20]([NH:23][C:24]2[CH:25]=[N:26][N:27]([CH2:29][CH3:30])[CH:28]=2)=[N:19][CH:18]=1)#[N:2]. The yield is 0.509. (2) The reactants are [NH2:1][C:2]1[C:11]([NH2:12])=[CH:10][CH:9]=[CH:8][C:3]=1[C:4]([O:6][CH3:7])=[O:5].[C:13](O)(=[O:20])[C:14]1[CH:19]=[CH:18][CH:17]=[CH:16][CH:15]=1.C1(N=C=NC2CCCCC2)CCCCC1. The catalyst is C(Cl)Cl.CN(C1C=CN=CC=1)C. The product is [NH2:12][C:11]1[C:2]([NH:1][C:13](=[O:20])[C:14]2[CH:19]=[CH:18][CH:17]=[CH:16][CH:15]=2)=[C:3]([CH:8]=[CH:9][CH:10]=1)[C:4]([O:6][CH3:7])=[O:5]. The yield is 0.270. (3) The reactants are F[C:2]1[CH:9]=[C:8]([C:10]([F:13])([F:12])[F:11])[CH:7]=[CH:6][C:3]=1[CH:4]=[O:5].[F:14][C:15]1[CH:20]=[CH:19][C:18]([OH:21])=[CH:17][CH:16]=1.C(=O)([O-])[O-].[Cs+].[Cs+]. The catalyst is CN(C=O)C.C(OCC)(=O)C.O. The product is [F:14][C:15]1[CH:20]=[CH:19][C:18]([O:21][C:2]2[CH:9]=[C:8]([C:10]([F:13])([F:12])[F:11])[CH:7]=[CH:6][C:3]=2[CH:4]=[O:5])=[CH:17][CH:16]=1. The yield is 0.780.